From a dataset of Peptide-MHC class I binding affinity with 185,985 pairs from IEDB/IMGT. Regression. Given a peptide amino acid sequence and an MHC pseudo amino acid sequence, predict their binding affinity value. This is MHC class I binding data. (1) The peptide sequence is RSNNKFTLK. The MHC is HLA-A02:02 with pseudo-sequence HLA-A02:02. The binding affinity (normalized) is 0. (2) The peptide sequence is YMKFFGNFK. The MHC is HLA-A69:01 with pseudo-sequence HLA-A69:01. The binding affinity (normalized) is 0.0847. (3) The peptide sequence is ARDGSYVTL. The MHC is Mamu-B03 with pseudo-sequence Mamu-B03. The binding affinity (normalized) is 0.408. (4) The peptide sequence is TKDTNDNNL. The MHC is HLA-B18:01 with pseudo-sequence HLA-B18:01. The binding affinity (normalized) is 0.0847. (5) The peptide sequence is LMQDCAIKA. The MHC is HLA-A02:12 with pseudo-sequence HLA-A02:12. The binding affinity (normalized) is 0.872. (6) The peptide sequence is RVRIERGPR. The MHC is HLA-A26:01 with pseudo-sequence HLA-A26:01. The binding affinity (normalized) is 0.0847.